The task is: Predict which catalyst facilitates the given reaction.. This data is from Catalyst prediction with 721,799 reactions and 888 catalyst types from USPTO. (1) Reactant: [C:1]([O:5][C:6]([N:8]1[CH2:13][CH2:12][CH2:11][CH2:10][CH:9]1[CH2:14][CH2:15]OS(C)(=O)=O)=[O:7])([CH3:4])([CH3:3])[CH3:2].[NH:21]1[CH:25]=[CH:24][N:23]=[CH:22]1.[Na]. Product: [C:1]([O:5][C:6]([N:8]1[CH2:13][CH2:12][CH2:11][CH2:10][CH:9]1[CH2:14][CH2:15][N:21]1[CH:25]=[CH:24][N:23]=[CH:22]1)=[O:7])([CH3:4])([CH3:3])[CH3:2]. The catalyst class is: 3. (2) Reactant: [C:1]([O:5][C:6]([N:8]1[CH2:13][CH2:12][CH:11]([C:14]2[CH:23]=[CH:22][C:21]3[C:16](=[N:17][CH:18]=[CH:19][CH:20]=3)[N:15]=2)[CH2:10][CH2:9]1)=[O:7])([CH3:4])([CH3:3])[CH3:2]. Product: [C:1]([O:5][C:6]([N:8]1[CH2:9][CH2:10][CH:11]([C:14]2[CH:23]=[CH:22][C:21]3[CH2:20][CH2:19][CH2:18][NH:17][C:16]=3[N:15]=2)[CH2:12][CH2:13]1)=[O:7])([CH3:4])([CH3:2])[CH3:3]. The catalyst class is: 78. (3) Reactant: C(Cl)(=O)C(Cl)=O.[F:7][C:8]([F:16])([F:15])[C:9]1([C:12](O)=[O:13])[CH2:11][CH2:10]1.[C:17]([O:21][C:22]([N:24]1[CH2:29][CH2:28][C:27]([NH2:32])([C:30]#[N:31])[CH2:26][CH2:25]1)=[O:23])([CH3:20])([CH3:19])[CH3:18].C(N(C(C)C)CC)(C)C. Product: [C:17]([O:21][C:22]([N:24]1[CH2:25][CH2:26][C:27]([C:30]#[N:31])([NH:32][C:12]([C:9]2([C:8]([F:16])([F:15])[F:7])[CH2:11][CH2:10]2)=[O:13])[CH2:28][CH2:29]1)=[O:23])([CH3:20])([CH3:18])[CH3:19]. The catalyst class is: 120. (4) Reactant: [Br:1][C:2]1[N:3]([CH2:10][C@:11]2([CH3:14])[CH2:13][O:12]2)[CH:4]=[C:5]([N+:7]([O-:9])=[O:8])[N:6]=1.[N:15]1([C:21]([O:23][CH2:24][CH:25]=[CH:26][C:27]2[CH:32]=[CH:31][C:30]([C:33]([F:36])([F:35])[F:34])=[CH:29][CH:28]=2)=[O:22])[CH2:20][CH2:19][NH:18][CH2:17][CH2:16]1.CN(C=O)C. Product: [Br:1][C:2]1[N:3]([CH2:10][C@:11]([OH:12])([CH3:14])[CH2:13][N:18]2[CH2:17][CH2:16][N:15]([C:21]([O:23][CH2:24][CH:25]=[CH:26][C:27]3[CH:32]=[CH:31][C:30]([C:33]([F:35])([F:36])[F:34])=[CH:29][CH:28]=3)=[O:22])[CH2:20][CH2:19]2)[CH:4]=[C:5]([N+:7]([O-:9])=[O:8])[N:6]=1. The catalyst class is: 6. (5) Reactant: [CH3:1][CH:2]1[CH2:7][CH2:6][N:5]([C:8]([O:10]C(C)(C)C)=O)[CH2:4][CH:3]1[C:15]1[N:16]=[N:17][N:18]2[C:23]=1[C:22]1[CH:24]=[CH:25][NH:26][C:21]=1[N:20]=[CH:19]2.[C:27]([CH2:29]C(O)=O)#[N:28].O. Product: [CH3:1][CH:2]1[CH2:7][CH2:6][N:5]([C:8](=[O:10])[CH2:29][C:27]#[N:28])[CH2:4][CH:3]1[C:15]1[N:16]=[N:17][N:18]2[C:23]=1[C:22]1[CH:24]=[CH:25][NH:26][C:21]=1[N:20]=[CH:19]2. The catalyst class is: 393. (6) The catalyst class is: 2. Product: [N:1]1[N:2]([C:6]2[CH:30]=[CH:29][CH:28]=[CH:27][C:7]=2[C:8]([N:10]2[C@H:15]([CH3:16])[CH2:14][CH2:13][C@@H:12]([C:17]3[O:18][C:19]([Cl:38])=[C:20]([C:22]([O:24][CH2:25][CH3:26])=[O:23])[N:21]=3)[CH2:11]2)=[O:9])[N:3]=[CH:4][CH:5]=1. Reactant: [N:1]1[N:2]([C:6]2[CH:30]=[CH:29][CH:28]=[CH:27][C:7]=2[C:8]([N:10]2[C@H:15]([CH3:16])[CH2:14][CH2:13][C@@H:12]([C:17]3[O:18][CH:19]=[C:20]([C:22]([O:24][CH2:25][CH3:26])=[O:23])[N:21]=3)[CH2:11]2)=[O:9])[N:3]=[CH:4][CH:5]=1.C1C(=O)N([Cl:38])C(=O)C1.O. (7) Reactant: [H-].[Na+].C(OC(=O)CC[SH:9])C.[CH2:11]([O:18][C:19]1[CH:24]=[C:23](F)[CH:22]=[CH:21][C:20]=1[N+:26]([O-:28])=[O:27])[C:12]1[CH:17]=[CH:16][CH:15]=[CH:14][CH:13]=1.OC1C=CC=C(CC2C=CC(N3CC(=O)NS3(=O)=O)=C(O)C=2)C=1C#N. Product: [CH2:11]([O:18][C:19]1[CH:24]=[C:23]([SH:9])[CH:22]=[CH:21][C:20]=1[N+:26]([O-:28])=[O:27])[C:12]1[CH:17]=[CH:16][CH:15]=[CH:14][CH:13]=1. The catalyst class is: 31.